Predict the reaction yield, written as a fraction of the theoretical maximum amount of product (1.0 means a 100% yield; for example, 0.34 means a 34% yield). From a dataset of Reaction yield outcomes from USPTO patents with 853,638 reactions. (1) The reactants are [CH3:1][C:2]1([CH3:10])[O:9][C:7](=[O:8])[CH2:6][C:4](=[O:5])[O:3]1.[CH:11]([O-])([O-])OC.[CH2:16]([O:19][C:20]1[C:21]([NH2:30])=[CH:22][C:23]2[C:28]([CH:29]=1)=[CH:27][CH:26]=[CH:25][CH:24]=2)[CH2:17][CH3:18]. No catalyst specified. The product is [CH3:1][C:2]1([CH3:10])[O:9][C:7](=[O:8])[C:6](=[CH:11][NH:30][C:21]2[C:20]([O:19][CH2:16][CH2:17][CH3:18])=[CH:29][C:28]3[C:23](=[CH:24][CH:25]=[CH:26][CH:27]=3)[CH:22]=2)[C:4](=[O:5])[O:3]1. The yield is 0.950. (2) The catalyst is C1COCC1.CO.O. The yield is 0.850. The product is [CH3:38][O:37][N:36]=[C:33]([C:30]1[CH:29]=[CH:28][C:27]([CH2:26][C:21]2[CH:20]=[C:19]([C@H:8]3[C@H:9]([OH:15])[C@@H:10]([OH:11])[C@H:5]([OH:4])[C@@H:6]([CH2:39][OH:40])[O:7]3)[CH:24]=[CH:23][C:22]=2[Cl:25])=[CH:32][CH:31]=1)[CH2:34][CH3:35]. The reactants are C([O:4][C@H:5]1[C@H:10]([O:11]C(=O)C)[C@@H:9]([O:15]C(=O)C)[C@H:8]([C:19]2[CH:24]=[CH:23][C:22]([Cl:25])=[C:21]([CH2:26][C:27]3[CH:32]=[CH:31][C:30]([C:33](=[N:36][O:37][CH3:38])[CH2:34][CH3:35])=[CH:29][CH:28]=3)[CH:20]=2)[O:7][C@@H:6]1[CH2:39][O:40]C(=O)C)(=O)C.O.[OH-].[Li+].